This data is from Catalyst prediction with 721,799 reactions and 888 catalyst types from USPTO. The task is: Predict which catalyst facilitates the given reaction. (1) Reactant: [NH2:1][C:2]1[CH:11]=[CH:10][C:5]([C:6]([O:8][CH3:9])=[O:7])=[C:4](C=O)[CH:3]=1.Cl.[Cl:15][CH2:16][CH:17]=O.[BH3-]C#N.[Na+].[C:23]([O-])(O)=[O:24].[Na+]. Product: [CH3:9][O:8][C:6](=[O:7])[C:5]1[CH:10]=[CH:11][C:2]([NH:1][CH2:17][CH2:16][Cl:15])=[CH:3][C:4]=1[O:24][CH3:23]. The catalyst class is: 100. (2) Product: [ClH:42].[NH:1]1[C:9]2[C:4](=[CH:5][CH:6]=[CH:7][CH:8]=2)[C:3]([C:10]2[N:11]=[N:12][N:13]([C:15]3[CH:16]=[CH:17][C:18]([C:19]([NH:21][C:22]4[CH:23]=[N:24][N:25]([CH:27]5[CH2:28][CH2:29][NH:30][CH2:31][CH2:32]5)[CH:26]=4)=[O:20])=[CH:40][CH:41]=3)[CH:14]=2)=[N:2]1. The catalyst class is: 38. Reactant: [NH:1]1[C:9]2[C:4](=[CH:5][CH:6]=[CH:7][CH:8]=2)[C:3]([C:10]2[N:11]=[N:12][N:13]([C:15]3[CH:41]=[CH:40][C:18]([C:19]([NH:21][C:22]4[CH:23]=[N:24][N:25]([CH:27]5[CH2:32][CH2:31][N:30](C(OC(C)(C)C)=O)[CH2:29][CH2:28]5)[CH:26]=4)=[O:20])=[CH:17][CH:16]=3)[CH:14]=2)=[N:2]1.[ClH:42]. (3) Reactant: [Cl:1][C:2]1[CH:3]=[C:4]([N:13]([CH2:30][CH3:31])[CH:14]2[CH2:19][CH2:18][N:17]([CH2:20][CH2:21][C:22]3[CH:27]=[CH:26][CH:25]=[C:24]([O:28][CH3:29])[CH:23]=3)[CH2:16][CH2:15]2)[C:5]([CH3:12])=[C:6]([CH:11]=1)[C:7]([O:9]C)=[O:8].[OH-].[Na+]. Product: [Cl:1][C:2]1[CH:3]=[C:4]([N:13]([CH2:30][CH3:31])[CH:14]2[CH2:15][CH2:16][N:17]([CH2:20][CH2:21][C:22]3[CH:27]=[CH:26][CH:25]=[C:24]([O:28][CH3:29])[CH:23]=3)[CH2:18][CH2:19]2)[C:5]([CH3:12])=[C:6]([CH:11]=1)[C:7]([OH:9])=[O:8]. The catalyst class is: 14. (4) Reactant: [CH2:1]([CH:3]1[CH:8]([NH:9][C@@H](C2C=CC=CC=2)C)[CH2:7][CH2:6][N:5]([C:18]([O:20][C:21]([CH3:24])([CH3:23])[CH3:22])=[O:19])[CH2:4]1)[CH3:2].[C:25]([OH:28])(=[O:27])[CH3:26]. Product: [C:25]([OH:28])(=[O:27])[CH3:26].[NH2:9][CH:8]1[CH2:7][CH2:6][N:5]([C:18]([O:20][C:21]([CH3:23])([CH3:22])[CH3:24])=[O:19])[CH2:4][CH:3]1[CH2:1][CH3:2]. The catalyst class is: 723. (5) Reactant: C(OC(N1CC[CH:14]([CH:17]([O:20][C:21]2[CH:43]=[CH:42][C:24]3[C:25]4[N:29]([CH2:30][CH2:31][O:32][C:23]=3[CH:22]=2)[CH:28]=[C:27]([C:33]2[N:34]([CH:39]([CH3:41])[CH3:40])[N:35]=[C:36]([CH3:38])[N:37]=2)[N:26]=4)[CH2:18]C)CC1)=O)C1C=CC=CC=1.[CH3:44][C:45]1[S:46][C:47](C(O)C)=[C:48](C)[N:49]=1.C1(P(C2C=CC=CC=2)C2C=CC=CC=2)C=CC=CC=1.CCOC(/N=N/C(OCC)=O)=O. Product: [CH3:44][C:45]1[S:46][C:14]([CH:17]([O:20][C:21]2[CH:43]=[CH:42][C:24]3[C:25]4[N:29]([CH:28]=[C:27]([C:33]5[N:34]([CH:39]([CH3:40])[CH3:41])[N:35]=[C:36]([CH3:38])[N:37]=5)[N:26]=4)[CH2:30][CH2:31][O:32][C:23]=3[CH:22]=2)[CH3:18])=[C:48]([CH3:47])[N:49]=1. The catalyst class is: 12.